This data is from Full USPTO retrosynthesis dataset with 1.9M reactions from patents (1976-2016). The task is: Predict the reactants needed to synthesize the given product. The reactants are: [CH2:1]1[C:5]2([CH2:10][CH2:9][NH:8][CH2:7][CH2:6]2)[CH2:4][CH2:3][N:2]1[C:11]1[CH:12]=[C:13]([CH:16]=[CH:17][N:18]=1)[C:14]#[N:15].[CH3:19][C:20]1[C:28]([C@@H:29]2[CH2:31][O:30]2)=[CH:27][CH:26]=[C:25]2[C:21]=1[CH2:22][O:23][C:24]2=[O:32]. Given the product [OH:30][C@H:29]([C:28]1[C:20]([CH3:19])=[C:21]2[C:25](=[CH:26][CH:27]=1)[C:24](=[O:32])[O:23][CH2:22]2)[CH2:31][N:8]1[CH2:7][CH2:6][C:5]2([CH2:1][N:2]([C:11]3[CH:12]=[C:13]([CH:16]=[CH:17][N:18]=3)[C:14]#[N:15])[CH2:3][CH2:4]2)[CH2:10][CH2:9]1, predict the reactants needed to synthesize it.